This data is from Reaction yield outcomes from USPTO patents with 853,638 reactions. The task is: Predict the reaction yield, written as a fraction of the theoretical maximum amount of product (1.0 means a 100% yield; for example, 0.34 means a 34% yield). The reactants are [OH:1][C:2]1[CH:11]=[C:10]2[C:5]([CH2:6][CH2:7][C:8](=[O:12])[NH:9]2)=[CH:4][CH:3]=1.[C:13](=O)([O-])[O-].[K+].[K+].IC. The catalyst is C(O)(C)C. The product is [CH3:13][O:1][C:2]1[CH:11]=[C:10]2[C:5]([CH2:6][CH2:7][C:8](=[O:12])[NH:9]2)=[CH:4][CH:3]=1. The yield is 0.900.